This data is from Catalyst prediction with 721,799 reactions and 888 catalyst types from USPTO. The task is: Predict which catalyst facilitates the given reaction. (1) Reactant: N(C(C)(CC(OC)(C)C)C#N)=NC(C)(CC(C)(OC)C)C#N.[F:23][C:24]1[CH:29]=[CH:28][C:27]([N:30]2[C:34]([C:35]([F:38])([F:37])[F:36])=[N:33][N:32]=[N:31]2)=[CH:26][C:25]=1[CH3:39].[Br:40]N1C(=O)C2=CC=CC=C2C1=O. Product: [Br:40][CH2:39][C:25]1[CH:26]=[C:27]([N:30]2[C:34]([C:35]([F:38])([F:36])[F:37])=[N:33][N:32]=[N:31]2)[CH:28]=[CH:29][C:24]=1[F:23]. The catalyst class is: 4. (2) Reactant: C(OC([N:8]1[CH2:12][CH2:11][CH2:10][C@H:9]1[CH2:13][NH:14][C:15]1[N:23]=[C:22]2[C:18]([NH:19][C:20](=[O:32])[N:21]2[C:24]2[CH:29]=[CH:28][CH:27]=[CH:26][C:25]=2[O:30][CH3:31])=[C:17]([C:33]([O:35]CC)=O)[N:16]=1)=O)(C)(C)C.[NH2:38]C1C(C(OCC)=O)=NC(NC[C@@H]2CCCN2C(OC(C)(C)C)=O)=NC=1NC1C=CC=CC=1OC. Product: [CH3:31][O:30][C:25]1[CH:26]=[CH:27][CH:28]=[CH:29][C:24]=1[N:21]1[C:20](=[O:32])[NH:19][C:18]2[C:22]1=[N:23][C:15]([NH:14][CH2:13][C@@H:9]1[CH2:10][CH2:11][CH2:12][NH:8]1)=[N:16][C:17]=2[C:33]([NH2:38])=[O:35]. The catalyst class is: 4. (3) Reactant: [CH2:1]([O:8][C:9]1C(C=O)=[CH:13][CH:12]=[C:11]([Cl:17])[C:10]=1[C:18]1[CH:23]=[CH:22][CH:21]=[CH:20][C:19]=1[Cl:24])[C:2]1[CH:7]=[CH:6][CH:5]=[CH:4][CH:3]=1.C1C=C(Cl)C=C(C(OO)=O)C=1.[C:36](=[O:39])(O)[O-].[Na+]. Product: [CH2:1]([O:8][C:9]1[C:36]([OH:39])=[CH:13][CH:12]=[C:11]([Cl:17])[C:10]=1[C:18]1[CH:23]=[CH:22][CH:21]=[CH:20][C:19]=1[Cl:24])[C:2]1[CH:3]=[CH:4][CH:5]=[CH:6][CH:7]=1. The catalyst class is: 61.